Dataset: Peptide-MHC class II binding affinity with 134,281 pairs from IEDB. Task: Regression. Given a peptide amino acid sequence and an MHC pseudo amino acid sequence, predict their binding affinity value. This is MHC class II binding data. (1) The peptide sequence is AIVYYSMYGHIKKMA. The MHC is HLA-DPA10201-DPB10501 with pseudo-sequence HLA-DPA10201-DPB10501. The binding affinity (normalized) is 0.643. (2) The binding affinity (normalized) is 0.268. The MHC is HLA-DQA10501-DQB10303 with pseudo-sequence HLA-DQA10501-DQB10303. The peptide sequence is KNPVVDGNPTVDIEE.